From a dataset of Catalyst prediction with 721,799 reactions and 888 catalyst types from USPTO. Predict which catalyst facilitates the given reaction. (1) Reactant: [CH:1]([O:4][C:5]([N:7]1[CH2:12][CH2:11][CH:10]([CH2:13][O:14][C:15]2[CH:20]=[CH:19][C:18]([C:21]3[CH:26]=[CH:25][C:24]([CH2:27][C@H:28]([NH:32][C:33]([O:35][C:36]([CH3:39])([CH3:38])[CH3:37])=[O:34])[C:29](O)=[O:30])=[CH:23][CH:22]=3)=[CH:17][CH:16]=2)[CH2:9][CH2:8]1)=[O:6])([CH3:3])[CH3:2].Cl.[F:41][C@H:42]1[CH2:46][CH2:45][NH:44][CH2:43]1.C1C=CC2N(O)N=NC=2C=1.CCN=C=NCCCN(C)C.CCN(C(C)C)C(C)C. Product: [CH:1]([O:4][C:5]([N:7]1[CH2:12][CH2:11][CH:10]([CH2:13][O:14][C:15]2[CH:20]=[CH:19][C:18]([C:21]3[CH:22]=[CH:23][C:24]([CH2:27][C@H:28]([NH:32][C:33]([O:35][C:36]([CH3:38])([CH3:37])[CH3:39])=[O:34])[C:29]([N:44]4[CH2:45][CH2:46][C@H:42]([F:41])[CH2:43]4)=[O:30])=[CH:25][CH:26]=3)=[CH:17][CH:16]=2)[CH2:9][CH2:8]1)=[O:6])([CH3:3])[CH3:2]. The catalyst class is: 3. (2) Reactant: O=[C:2]1[C:10](=[CH:11][C:12]2[NH:13][C:14]3[CH2:15][CH2:16][CH2:17][CH2:18][C:19]=3[C:20]=2[CH2:21][CH2:22][C:23](O)=[O:24])[C:9]2[C:4](=[CH:5][CH:6]=[CH:7][CH:8]=2)[NH:3]1.C(N1C=CN=C1)(N1C=CN=C1)=O.[CH3:38][NH2:39].[OH2:40]. Product: [CH3:38][NH:39][C:23](=[O:24])[CH2:22][CH2:21][C:20]1[C:19]2[CH2:18][CH2:17][CH2:16][CH2:15][C:14]=2[NH:13][C:12]=1[CH:11]=[C:10]1[C:9]2[C:4](=[CH:5][CH:6]=[CH:7][CH:8]=2)[NH:3][C:2]1=[O:40]. The catalyst class is: 9. (3) Reactant: [CH:1]1([N:6]([CH3:30])[C:7]2[N:8]=[C:9]3[C:15]([C:16](=[O:21])[C:17]([CH3:20])([CH3:19])[CH3:18])=[CH:14][N:13](COCC[Si](C)(C)C)[C:10]3=[N:11][CH:12]=2)[CH2:5][CH2:4][CH2:3][CH2:2]1.FC(F)(F)C(O)=O.O.O.O.C([O-])(=O)C.[Na+]. Product: [CH:1]1([N:6]([CH3:30])[C:7]2[N:8]=[C:9]3[C:15]([C:16](=[O:21])[C:17]([CH3:18])([CH3:20])[CH3:19])=[CH:14][NH:13][C:10]3=[N:11][CH:12]=2)[CH2:2][CH2:3][CH2:4][CH2:5]1. The catalyst class is: 4.